This data is from Full USPTO retrosynthesis dataset with 1.9M reactions from patents (1976-2016). The task is: Predict the reactants needed to synthesize the given product. (1) Given the product [CH3:1][O:2][C:3]1([C:9]2[NH:10][CH:11]=[C:12]([C:14]([F:16])([F:15])[F:17])[N:13]=2)[CH2:8][CH2:7][O:6][CH2:5][CH2:4]1, predict the reactants needed to synthesize it. The reactants are: [CH3:1][O:2][C:3]1([C:9]2[N:10](COCC[Si](C)(C)C)[CH:11]=[C:12]([C:14]([F:17])([F:16])[F:15])[N:13]=2)[CH2:8][CH2:7][O:6][CH2:5][CH2:4]1.FC(F)(F)C(O)=O.[SiH](CC)(CC)CC. (2) Given the product [CH3:25][O:24][C:18]1[CH:17]=[C:16]([CH:21]=[CH:20][C:19]=1[O:22][CH3:23])[C:15]([NH:14][C:10]1[CH:9]=[C:8]([C:3]2([CH2:2][NH:1][C:36]([C:29]3[C:30]4[C:35](=[CH:34][CH:33]=[CH:32][CH:31]=4)[NH:27][N:28]=3)=[O:37])[CH2:4][CH2:5][CH2:6][CH2:7]2)[CH:13]=[CH:12][CH:11]=1)=[O:26], predict the reactants needed to synthesize it. The reactants are: [NH2:1][CH2:2][C:3]1([C:8]2[CH:9]=[C:10]([NH:14][C:15](=[O:26])[C:16]3[CH:21]=[CH:20][C:19]([O:22][CH3:23])=[C:18]([O:24][CH3:25])[CH:17]=3)[CH:11]=[CH:12][CH:13]=2)[CH2:7][CH2:6][CH2:5][CH2:4]1.[NH:27]1[C:35]2[C:30](=[CH:31][CH:32]=[CH:33][CH:34]=2)[C:29]([C:36](O)=[O:37])=[N:28]1.C1C=CC2N(O)N=NC=2C=1.C(Cl)CCl. (3) Given the product [CH2:2]([O:7][C:2](=[O:8])[CH2:3][CH2:4][C:5]#[CH:6])[CH2:3][CH2:4][CH3:5], predict the reactants needed to synthesize it. The reactants are: Cl.[C:2]([OH:8])(=[O:7])[CH2:3][CH2:4][C:5]#[CH:6]. (4) Given the product [Cl:1][C:2]1[C:3]([O:12][CH2:13][CH:14]2[CH2:16][CH2:15]2)=[N:4][CH:5]=[C:6]([CH:11]=1)[C:7]([OH:9])=[O:8], predict the reactants needed to synthesize it. The reactants are: [Cl:1][C:2]1[C:3]([O:12][CH2:13][CH:14]2[CH2:16][CH2:15]2)=[N:4][CH:5]=[C:6]([CH:11]=1)[C:7]([O:9]C)=[O:8].C1COCC1.[OH-].[Li+].Cl. (5) Given the product [NH2:11][C:12]1[C:13]2[CH:31]=[C:30]([CH:32]([C:4]3[CH:5]=[CH:6][CH:7]=[CH:8][C:3]=3[O:2][CH3:1])[OH:33])[S:29][C:14]=2[N:15]=[C:16]([C:18]2[CH:23]=[CH:22][CH:21]=[C:20]([O:24][C:25]([F:28])([F:27])[F:26])[CH:19]=2)[N:17]=1, predict the reactants needed to synthesize it. The reactants are: [CH3:1][O:2][C:3]1[CH:8]=[CH:7][CH:6]=[CH:5][C:4]=1[Mg]Br.[NH2:11][C:12]1[C:13]2[CH:31]=[C:30]([CH:32]=[O:33])[S:29][C:14]=2[N:15]=[C:16]([C:18]2[CH:23]=[CH:22][CH:21]=[C:20]([O:24][C:25]([F:28])([F:27])[F:26])[CH:19]=2)[N:17]=1. (6) The reactants are: [F:1][C:2]1[CH:7]=[CH:6][CH:5]=[CH:4][C:3]=1[C@@H:8]([NH2:10])[CH3:9].C([O:15][C:16]([C:18]1[CH:23]=[CH:22][CH:21]=[CH:20][C:19]=1[C:24]1[CH:29]=[CH:28][C:27]([CH2:30][N:31]2[C:39]3[C:34](=[CH:35][C:36]([C:40](O)=[O:41])=[CH:37][CH:38]=3)[C:33]([CH3:43])=[C:32]2[CH3:44])=[CH:26][CH:25]=1)=[O:17])(C)(C)C. Given the product [F:1][C:2]1[CH:7]=[CH:6][CH:5]=[CH:4][C:3]=1[C@@H:8]([NH:10][C:40]([C:36]1[CH:35]=[C:34]2[C:39](=[CH:38][CH:37]=1)[N:31]([CH2:30][C:27]1[CH:26]=[CH:25][C:24]([C:19]3[C:18]([C:16]([OH:17])=[O:15])=[CH:23][CH:22]=[CH:21][CH:20]=3)=[CH:29][CH:28]=1)[C:32]([CH3:44])=[C:33]2[CH3:43])=[O:41])[CH3:9], predict the reactants needed to synthesize it. (7) Given the product [F:10][C:7]1[CH:8]=[CH:9][C:4]([C@H:18]2[CH2:17][CH2:21][CH:22]=[CH:14]2)=[CH:5][CH:6]=1, predict the reactants needed to synthesize it. The reactants are: CO.Br[C:4]1[CH:9]=[CH:8][C:7]([F:10])=[CH:6][CH:5]=1.[N+]([C:14]1[CH:22]=[CH:21][C:17]([C:18](O)=O)=CC=1)([O-])=O.C1CCCC=1.